This data is from Full USPTO retrosynthesis dataset with 1.9M reactions from patents (1976-2016). The task is: Predict the reactants needed to synthesize the given product. (1) Given the product [C:27]([N:31]1[C:35]([NH:36][C:2]2[N:7]=[C:6]([CH2:8][C:9]3([C:22]([O:24][CH2:25][CH3:26])=[O:23])[CH2:14][CH2:13][N:12]([C:15]([O:17][C:18]([CH3:21])([CH3:20])[CH3:19])=[O:16])[CH2:11][CH2:10]3)[CH:5]=[CH:4][CH:3]=2)=[CH:34][CH:33]=[N:32]1)([CH3:30])([CH3:29])[CH3:28], predict the reactants needed to synthesize it. The reactants are: Br[C:2]1[N:7]=[C:6]([CH2:8][C:9]2([C:22]([O:24][CH2:25][CH3:26])=[O:23])[CH2:14][CH2:13][N:12]([C:15]([O:17][C:18]([CH3:21])([CH3:20])[CH3:19])=[O:16])[CH2:11][CH2:10]2)[CH:5]=[CH:4][CH:3]=1.[C:27]([N:31]1[C:35]([NH2:36])=[CH:34][CH:33]=[N:32]1)([CH3:30])([CH3:29])[CH3:28].CC1(C)C2C=CC=C(P(C3C=CC=CC=3)C3C=CC=CC=3)C=2OC2C1=CC=CC=2P(C1C=CC=CC=1)C1C=CC=CC=1.P([O-])([O-])([O-])=O.[K+].[K+].[K+]. (2) Given the product [CH3:32][S:33]([O:1][CH:2]1[CH2:3][N:4]([C:6]2[O:7][CH:8]=[C:9]([C:11](=[O:31])[NH:12][C@@H:13]3[CH2:17][CH2:16][N:15]([C:18]([O:20][CH2:21][C:22]4[CH:27]=[CH:26][C:25]([N+:28]([O-:30])=[O:29])=[CH:24][CH:23]=4)=[O:19])[CH2:14]3)[N:10]=2)[CH2:5]1)(=[O:35])=[O:34], predict the reactants needed to synthesize it. The reactants are: [OH:1][CH:2]1[CH2:5][N:4]([C:6]2[O:7][CH:8]=[C:9]([C:11](=[O:31])[NH:12][C@@H:13]3[CH2:17][CH2:16][N:15]([C:18]([O:20][CH2:21][C:22]4[CH:27]=[CH:26][C:25]([N+:28]([O-:30])=[O:29])=[CH:24][CH:23]=4)=[O:19])[CH2:14]3)[N:10]=2)[CH2:3]1.[CH3:32][S:33](Cl)(=[O:35])=[O:34].C(N(CC)CC)C. (3) Given the product [F:1][C:2]([F:34])([F:35])[C:3]1[CH:4]=[C:5]([CH:27]=[C:28]([C:30]([F:32])([F:33])[F:31])[CH:29]=1)[C:6]([NH:8][CH2:9][C@H:10]1[CH2:15][CH2:14][C@H:13]([N:16]([CH2:17][CH2:18][NH:19][C:20](=[O:26])[O:21][C:22]([CH3:25])([CH3:24])[CH3:23])[C:44](=[O:45])[C:43]([F:54])([F:53])[F:42])[CH2:12][CH2:11]1)=[O:7], predict the reactants needed to synthesize it. The reactants are: [F:1][C:2]([F:35])([F:34])[C:3]1[CH:4]=[C:5]([CH:27]=[C:28]([C:30]([F:33])([F:32])[F:31])[CH:29]=1)[C:6]([NH:8][CH2:9][C@H:10]1[CH2:15][CH2:14][C@H:13]([NH:16][CH2:17][CH2:18][NH:19][C:20](=[O:26])[O:21][C:22]([CH3:25])([CH3:24])[CH3:23])[CH2:12][CH2:11]1)=[O:7].N1C=CC=CC=1.[F:42][C:43]([F:54])([F:53])[C:44](O[C:44](=[O:45])[C:43]([F:54])([F:53])[F:42])=[O:45]. (4) Given the product [Si:10]([O:13][CH:14]([C:19]1([CH2:23][CH2:24][CH3:25])[CH2:22][CH2:21][CH2:20]1)[CH2:15][CH:16]=[CH:17][CH2:26][OH:27])([C:6]([CH3:9])([CH3:8])[CH3:7])([CH3:12])[CH3:11], predict the reactants needed to synthesize it. The reactants are: C([Li])(C)(C)C.[C:6]([Si:10]([O:13][CH:14]([C:19]1([CH2:23][CH2:24][CH3:25])[CH2:22][CH2:21][CH2:20]1)[CH2:15][CH:16]=[CH:17]I)([CH3:12])[CH3:11])([CH3:9])([CH3:8])[CH3:7].[CH2:26]=[O:27].